Dataset: Reaction yield outcomes from USPTO patents with 853,638 reactions. Task: Predict the reaction yield, written as a fraction of the theoretical maximum amount of product (1.0 means a 100% yield; for example, 0.34 means a 34% yield). (1) The reactants are Br[C:2]1[CH:3]=[C:4]([CH3:13])[C:5](=[O:12])[N:6]([CH:8]2[CH2:11][CH2:10][CH2:9]2)[CH:7]=1.[F:14][C:15]1[CH:41]=[C:40]([F:42])[CH:39]=[CH:38][C:16]=1[O:17][C:18]1[CH:23]=[CH:22][C:21]([NH:24][S:25]([CH3:28])(=[O:27])=[O:26])=[CH:20][C:19]=1B1OC(C)(C)C(C)(C)O1.C([O-])([O-])=O.[K+].[K+]. The catalyst is CN(C=O)C.C1C=CC(P(C2C=CC=CC=2)[C-]2C=CC=C2)=CC=1.C1C=CC(P(C2C=CC=CC=2)[C-]2C=CC=C2)=CC=1.Cl[Pd]Cl.[Fe+2]. The product is [CH:8]1([N:6]2[C:5](=[O:12])[C:4]([CH3:13])=[CH:3][C:2]([C:23]3[CH:22]=[C:21]([NH:24][S:25]([CH3:28])(=[O:26])=[O:27])[CH:20]=[CH:19][C:18]=3[O:17][C:16]3[CH:38]=[CH:39][C:40]([F:42])=[CH:41][C:15]=3[F:14])=[CH:7]2)[CH2:11][CH2:10][CH2:9]1. The yield is 0.320. (2) The product is [CH3:20][N:21]1[C:6]([C:7]2[C:8]([CH3:17])=[N:9][C:10]([O:15][CH3:16])=[C:11]([CH2:13][CH3:14])[CH:12]=2)=[N:5][C:3]([CH3:4])=[N:2]1. The yield is 0.570. The reactants are C[N:2](C)[C:3](=[N:5][C:6](=O)[C:7]1[CH:12]=[C:11]([CH2:13][CH3:14])[C:10]([O:15][CH3:16])=[N:9][C:8]=1[CH3:17])[CH3:4].[CH3:20][NH:21]N. The catalyst is C(O)(=O)C.